Predict the reactants needed to synthesize the given product. From a dataset of Full USPTO retrosynthesis dataset with 1.9M reactions from patents (1976-2016). The reactants are: [N:1]1[CH:6]=[CH:5][CH:4]=[C:3]([C:7]2[S:11][C:10]([CH:12]=O)=[CH:9][CH:8]=2)[CH:2]=1.[CH3:14][NH:15][CH3:16].Cl.C([BH3-])#N.[Na+]. Given the product [CH3:14][N:15]([CH3:16])[CH2:12][C:10]1[S:11][C:7]([C:3]2[CH:2]=[N:1][CH:6]=[CH:5][CH:4]=2)=[CH:8][CH:9]=1, predict the reactants needed to synthesize it.